From a dataset of Catalyst prediction with 721,799 reactions and 888 catalyst types from USPTO. Predict which catalyst facilitates the given reaction. (1) Reactant: [C:1]([C:3]1[C:4]([NH2:9])=[N:5][CH:6]=[CH:7][CH:8]=1)#[CH:2].[Br:10][C:11]1[CH:16]=[CH:15][C:14]([CH2:17][C:18](Cl)=[N:19][OH:20])=[CH:13][CH:12]=1.C(N(CC)CC)C. Product: [Br:10][C:11]1[CH:12]=[CH:13][C:14]([CH2:17][C:18]2[CH:2]=[C:1]([C:3]3[C:4]([NH2:9])=[N:5][CH:6]=[CH:7][CH:8]=3)[O:20][N:19]=2)=[CH:15][CH:16]=1. The catalyst class is: 7. (2) Reactant: [Cl:1][C:2]1[CH:3]=[N+:4]([O-:27])[CH:5]=[C:6]([Cl:26])[C:7]=1[CH2:8][C@@H:9]([C:11]1[CH:16]=[CH:15][C:14]([O:17][CH:18]([F:20])[F:19])=[C:13]([O:21][CH2:22][CH:23]2[CH2:25][CH2:24]2)[CH:12]=1)[OH:10].[CH3:28][O:29][C:30]1[CH:38]=[C:37]2[C:33]([C:34](=[O:44])[C:35](=[O:43])[N:36]2[CH2:39][C:40](O)=[O:41])=[CH:32][CH:31]=1.C(Cl)CCl. Product: [Cl:1][C:2]1[CH:3]=[N+:4]([O-:27])[CH:5]=[C:6]([Cl:26])[C:7]=1[CH2:8][C@@H:9]([C:11]1[CH:16]=[CH:15][C:14]([O:17][CH:18]([F:20])[F:19])=[C:13]([O:21][CH2:22][CH:23]2[CH2:25][CH2:24]2)[CH:12]=1)[O:10][C:40](=[O:41])[CH2:39][N:36]1[C:37]2[C:33](=[CH:32][CH:31]=[C:30]([O:29][CH3:28])[CH:38]=2)[C:34](=[O:44])[C:35]1=[O:43]. The catalyst class is: 79. (3) Reactant: C(O[CH2:10][C@H:11]([C:15]1[CH:20]=[CH:19][C:18]([N:21]2[CH2:25][CH2:24][CH2:23][CH2:22]2)=[CH:17][CH:16]=1)[CH2:12][CH:13]=[O:14])(=O)C1C=CC=CC=1. Product: [N:21]1([C:18]2[CH:19]=[CH:20][C:15]([C@H:11]([CH3:10])[CH2:12][CH:13]=[O:14])=[CH:16][CH:17]=2)[CH2:25][CH2:24][CH2:23][CH2:22]1. The catalyst class is: 22. (4) Reactant: [CH3:1][C:2](=O)[CH2:3][CH3:4].Cl.[NH:7]([C:9]1[CH:17]=[CH:16][CH:15]=[CH:14][C:10]=1[C:11]([OH:13])=[O:12])N. Product: [CH3:1][C:2]1[NH:7][C:9]2[C:17]([C:3]=1[CH3:4])=[CH:16][CH:15]=[CH:14][C:10]=2[C:11]([OH:13])=[O:12]. The catalyst class is: 15. (5) Reactant: [NH2:1][C:2]1[NH:7][C:6]([C:8]2[O:9][CH:10]=[CH:11][CH:12]=2)=[C:5]([C:13]#[N:14])[C:4](=[O:15])[CH:3]=1.C(C1C=CC=C(C(C)(C)C)N=1)(C)(C)C.[S:30](O[S:30]([C:33]([F:36])([F:35])[F:34])(=[O:32])=[O:31])([C:33]([F:36])([F:35])[F:34])(=[O:32])=[O:31]. Product: [NH2:1][C:2]1[N:7]=[C:6]([C:8]2[O:9][CH:10]=[CH:11][CH:12]=2)[C:5]([C:13]#[N:14])=[C:4]([O:15][S:30]([C:33]([F:36])([F:35])[F:34])(=[O:32])=[O:31])[CH:3]=1. The catalyst class is: 4. (6) Reactant: [F:1][C:2]1[CH:3]=[N:4][C:5]2[CH:6]=[CH:7][C:8](=[O:30])[N:9]3[C@H:14]([CH2:15][N:16]4[CH2:21][CH2:20][CH:19]([NH:22]C(=O)OC(C)(C)C)[CH2:18][CH2:17]4)[CH2:13][O:12][C:11]=1[C:10]=23.[F:31][C:32]([F:37])([F:36])[C:33]([OH:35])=[O:34]. Product: [F:31][C:32]([F:37])([F:36])[C:33]([OH:35])=[O:34].[NH2:22][CH:19]1[CH2:18][CH2:17][N:16]([CH2:15][C@H:14]2[N:9]3[C:10]4[C:11](=[C:2]([F:1])[CH:3]=[N:4][C:5]=4[CH:6]=[CH:7][C:8]3=[O:30])[O:12][CH2:13]2)[CH2:21][CH2:20]1. The catalyst class is: 2. (7) Reactant: FC(F)(F)C(O)=O.[CH3:8][C:9]1([CH3:23])[C:14](=[O:15])[CH2:13][CH2:12][N:11](C(OC(C)(C)C)=O)[CH2:10]1. Product: [CH3:8][C:9]1([CH3:23])[C:14](=[O:15])[CH2:13][CH2:12][NH:11][CH2:10]1. The catalyst class is: 4.